From a dataset of Full USPTO retrosynthesis dataset with 1.9M reactions from patents (1976-2016). Predict the reactants needed to synthesize the given product. Given the product [Br:1][C:2]1[CH:3]=[C:4]([C:9]2[CH:14]=[CH:13][C:12]3[N:21]([C:22]4[CH:27]=[CH:26][CH:25]=[CH:24][CH:23]=4)[C:15]4[C:16]([C:11]=3[CH:10]=2)=[CH:17][CH:18]=[CH:19][CH:20]=4)[CH:5]=[C:6]([C:2]2[CH:3]=[CH:4][CH:5]=[CH:6][CH:7]=2)[CH:7]=1, predict the reactants needed to synthesize it. The reactants are: [Br:1][C:2]1[CH:3]=[C:4]([C:9]2[CH:14]=[CH:13][CH:12]=[CH:11][CH:10]=2)[CH:5]=[C:6](I)[CH:7]=1.[C:15]1([N:21]2C3C=CC(B(O)O)=CC=3[C:27]3[C:22]2=[CH:23][CH:24]=[CH:25][CH:26]=3)[CH:20]=[CH:19][CH:18]=[CH:17][CH:16]=1.C([O-])([O-])=O.[K+].[K+].